Regression. Given a peptide amino acid sequence and an MHC pseudo amino acid sequence, predict their binding affinity value. This is MHC class II binding data. From a dataset of Peptide-MHC class II binding affinity with 134,281 pairs from IEDB. (1) The peptide sequence is PGHGISVGSLGRYKD. The MHC is DRB1_1302 with pseudo-sequence DRB1_1302. The binding affinity (normalized) is 0.182. (2) The peptide sequence is REALAQTHSAIAVII. The MHC is DRB1_0404 with pseudo-sequence DRB1_0404. The binding affinity (normalized) is 0.680. (3) The peptide sequence is KDKWIELKESWGAIW. The MHC is DRB1_0401 with pseudo-sequence DRB1_0401. The binding affinity (normalized) is 0.230. (4) The peptide sequence is WNRQLYPEWTEAQRLD. The MHC is DRB1_1101 with pseudo-sequence DRB1_1101. The binding affinity (normalized) is 0.0857. (5) The peptide sequence is LAGLSTLPGNPAIASL. The MHC is DRB1_1501 with pseudo-sequence DRB1_1501. The binding affinity (normalized) is 0.388.